From a dataset of Reaction yield outcomes from USPTO patents with 853,638 reactions. Predict the reaction yield, written as a fraction of the theoretical maximum amount of product (1.0 means a 100% yield; for example, 0.34 means a 34% yield). (1) The reactants are [Br:1][C:2]1[CH:10]=[C:9]2[C:5]([C:6]([CH3:11])=[N:7][NH:8]2)=[CH:4][CH:3]=1.[H-].[Na+].Br[CH2:15][CH2:16][O:17][Si:18]([C:21]([CH3:24])([CH3:23])[CH3:22])([CH3:20])[CH3:19].O. The catalyst is CN(C)C=O. The product is [Br:1][C:2]1[CH:10]=[C:9]2[C:5]([C:6]([CH3:11])=[N:7][N:8]2[CH2:15][CH2:16][O:17][Si:18]([C:21]([CH3:24])([CH3:23])[CH3:22])([CH3:20])[CH3:19])=[CH:4][CH:3]=1. The yield is 0.407. (2) The reactants are [CH3:1][C:2]1[NH:3][C:4]2[C:5](=[O:14])[CH2:6][CH2:7][CH2:8][C:9]=2[C:10]=1[C:11]([OH:13])=O.[N:15]1([CH2:20][CH2:21][NH2:22])[CH2:19][CH2:18][CH2:17][CH2:16]1. No catalyst specified. The product is [CH3:1][C:2]1[NH:3][C:4]2[C:5](=[O:14])[CH2:6][CH2:7][CH2:8][C:9]=2[C:10]=1[C:11]([NH:22][CH2:21][CH2:20][N:15]1[CH2:19][CH2:18][CH2:17][CH2:16]1)=[O:13]. The yield is 0.730. (3) The reactants are C(O[C:5]1[O:6][CH2:7][C:8](=[O:16])[C:9]=1[C:10]([O:12][CH:13]([CH3:15])[CH3:14])=[O:11])(C)C.C(OC(C)C)(=O)CC(OC(C)C)=O.ClCC(Cl)=O.[NH2:35][CH2:36][CH:37]1[CH2:42][CH2:41][CH2:40][CH2:39][CH2:38]1.[NH:43]1[C:51]2[C:46](=[CH:47][CH:48]=[CH:49][N:50]=2)[C:45]([CH:52]=O)=[CH:44]1.N1CCCCC1. The catalyst is CC(O)C. The product is [NH:43]1[C:51]2=[N:50][CH:49]=[CH:48][CH:47]=[C:46]2[C:45]([CH:52]=[C:7]2[O:6][C:5]([NH:35][CH2:36][CH:37]3[CH2:42][CH2:41][CH2:40][CH2:39][CH2:38]3)=[C:9]([C:10]([O:12][CH:13]([CH3:14])[CH3:15])=[O:11])[C:8]2=[O:16])=[CH:44]1. The yield is 0.190. (4) The reactants are [CH3:1][C:2]1[N:3]=[CH:4][NH:5][CH:6]=1.Cl[C:8]1[CH:13]=[CH:12][C:11]([N+:14]([O-:16])=[O:15])=[CH:10][C:9]=1[O:17][CH3:18].[OH-].[K+].O. The catalyst is CS(C)=O. The product is [CH3:18][O:17][C:9]1[CH:10]=[C:11]([N+:14]([O-:16])=[O:15])[CH:12]=[CH:13][C:8]=1[N:5]1[CH:6]=[C:2]([CH3:1])[N:3]=[CH:4]1. The yield is 0.200. (5) The reactants are [CH3:1][O:2][C:3]1[C:4]2[C:12]([CH:13]=[C:14]3[CH:18]=[CH:17][S:16][C:15]=13)=[C:11]([O:19][CH3:20])[C:7]1[S:8][CH:9]=[CH:10][C:6]=1[CH:5]=2.[C:21]1([CH3:27])[CH:26]=[CH:25][CH:24]=[CH:23][CH:22]=1.[CH2:28]([CH:36]([CH2:39][CH2:40][CH2:41][CH2:42][CH2:43][CH2:44][CH2:45][CH2:46][CH2:47][CH3:48])CO)[CH2:29][CH2:30][CH2:31][CH2:32][CH2:33][CH2:34][CH3:35].[C:49]1([CH3:59])[CH:54]=[CH:53][C:52](S(O)(=O)=O)=[CH:51][CH:50]=1. The catalyst is O. The product is [CH2:52]([CH:53]([CH2:54][CH2:49][CH2:59][CH2:22][CH2:23][CH2:24][CH2:25][CH2:26][CH2:21][CH3:27])[CH2:20][O:19][C:11]1[C:12]2[C:4]([CH:5]=[C:6]3[CH:10]=[CH:9][S:8][C:7]=13)=[C:3]([O:2][CH2:1][CH:36]([CH2:28][CH2:29][CH2:30][CH2:31][CH2:32][CH2:33][CH2:34][CH3:35])[CH2:39][CH2:40][CH2:41][CH2:42][CH2:43][CH2:44][CH2:45][CH2:46][CH2:47][CH3:48])[C:15]1[S:16][CH:17]=[CH:18][C:14]=1[CH:13]=2)[CH2:51][CH2:50][CH2:14][CH2:15][CH2:3][CH2:4][CH3:5]. The yield is 0.660. (6) The product is [Cl:1][C:2]1[CH:7]=[CH:6][C:5]([NH:8][C:9]([NH:11][C:12]2[CH:17]=[CH:16][C:15]([CH2:18][NH:19][C:20]3[C:29]4[C:24](=[CH:25][CH:26]=[C:27]([CH3:30])[CH:28]=4)[N:23]=[C:22]([N:34]([CH3:35])[CH3:33])[N:21]=3)=[CH:14][CH:13]=2)=[O:10])=[CH:4][CH:3]=1. The yield is 0.470. The catalyst is C1COCC1.C(O)(C)C. The reactants are [Cl:1][C:2]1[CH:7]=[CH:6][C:5]([NH:8][C:9]([NH:11][C:12]2[CH:17]=[CH:16][C:15]([CH2:18][NH:19][C:20]3[C:29]4[C:24](=[CH:25][CH:26]=[C:27]([CH3:30])[CH:28]=4)[N:23]=[C:22](Cl)[N:21]=3)=[CH:14][CH:13]=2)=[O:10])=[CH:4][CH:3]=1.Cl.[CH3:33][NH:34][CH3:35].